Dataset: Reaction yield outcomes from USPTO patents with 853,638 reactions. Task: Predict the reaction yield, written as a fraction of the theoretical maximum amount of product (1.0 means a 100% yield; for example, 0.34 means a 34% yield). (1) The reactants are [C:1]([O:5][C:6]([N:8]1[CH2:11][CH:10]([O:12][C:13]2[CH:18]=[C:17]([Br:19])[CH:16]=[CH:15][C:14]=2[CH:20]=[O:21])[CH2:9]1)=[O:7])([CH3:4])([CH3:3])[CH3:2].[C:22]1([Mg]Br)[CH:27]=[CH:26][CH:25]=[CH:24][CH:23]=1. The catalyst is C(Cl)Cl. The product is [C:1]([O:5][C:6]([N:8]1[CH2:11][CH:10]([O:12][C:13]2[CH:18]=[C:17]([Br:19])[CH:16]=[CH:15][C:14]=2[CH:20]([OH:21])[C:22]2[CH:27]=[CH:26][CH:25]=[CH:24][CH:23]=2)[CH2:9]1)=[O:7])([CH3:4])([CH3:2])[CH3:3]. The yield is 0.790. (2) The reactants are [F:1][C:2]1[CH:19]=[CH:18][C:5]([C:6]([N:8]2[CH2:13][CH2:12][CH2:11][C@H:10]([C:14]([NH:16][OH:17])=[NH:15])[CH2:9]2)=[O:7])=[CH:4][CH:3]=1.[CH3:20][C:21]1[CH:22]=[C:23]([C:26](O)=O)[NH:24][CH:25]=1.CCN=C=NCCCN(C)C.Cl.C1C=CC2N(O)N=NC=2C=1. The catalyst is O1CCOCC1.C(OCC)(=O)C. The product is [F:1][C:2]1[CH:19]=[CH:18][C:5]([C:6]([N:8]2[CH2:13][CH2:12][CH2:11][C@H:10]([C:14]3[N:15]=[C:26]([C:23]4[NH:24][CH:25]=[C:21]([CH3:20])[CH:22]=4)[O:17][N:16]=3)[CH2:9]2)=[O:7])=[CH:4][CH:3]=1. The yield is 0.100.